Dataset: Peptide-MHC class I binding affinity with 185,985 pairs from IEDB/IMGT. Task: Regression. Given a peptide amino acid sequence and an MHC pseudo amino acid sequence, predict their binding affinity value. This is MHC class I binding data. (1) The peptide sequence is YRIMTRGLL. The MHC is HLA-A02:01 with pseudo-sequence HLA-A02:01. The binding affinity (normalized) is 0.0847. (2) The peptide sequence is MKWMMAMKY. The MHC is HLA-A30:01 with pseudo-sequence HLA-A30:01. The binding affinity (normalized) is 0.355. (3) The peptide sequence is TRKIRSEEL. The MHC is HLA-A03:01 with pseudo-sequence HLA-A03:01. The binding affinity (normalized) is 0.0847. (4) The peptide sequence is EPFLVQFWI. The MHC is HLA-A25:01 with pseudo-sequence HLA-A25:01. The binding affinity (normalized) is 0.0847. (5) The peptide sequence is NEGCGWAGWL. The MHC is Patr-B2401 with pseudo-sequence Patr-B2401. The binding affinity (normalized) is 0.285. (6) The peptide sequence is VMASSALLW. The MHC is HLA-B57:01 with pseudo-sequence HLA-B57:01. The binding affinity (normalized) is 0.738.